Dataset: Reaction yield outcomes from USPTO patents with 853,638 reactions. Task: Predict the reaction yield, written as a fraction of the theoretical maximum amount of product (1.0 means a 100% yield; for example, 0.34 means a 34% yield). (1) The catalyst is O. The reactants are I[C:2]1[C:10]2[C:5](=[N:6][CH:7]=[N:8][C:9]=2[NH2:11])[N:4]([C@H:12]2[CH2:17][CH2:16][C@H:15]([N:18]3[CH2:23][CH2:22][N:21]([CH3:24])[CH2:20][CH2:19]3)[CH2:14][CH2:13]2)[N:3]=1.[CH3:25][O:26][C:27]1[CH:32]=[C:31](B2OC(C)(C)C(C)(C)O2)[CH:30]=[CH:29][C:28]=1[NH:42][C:43](=[O:49])[O:44][C:45]([CH3:48])([CH3:47])[CH3:46].C(=O)([O-])[O-].[Na+].[Na+].COCCOC. The product is [NH2:11][C:9]1[N:8]=[CH:7][N:6]=[C:5]2[N:4]([C@H:12]3[CH2:17][CH2:16][C@H:15]([N:18]4[CH2:23][CH2:22][N:21]([CH3:24])[CH2:20][CH2:19]4)[CH2:14][CH2:13]3)[N:3]=[C:2]([C:31]3[CH:30]=[CH:29][C:28]([NH:42][C:43](=[O:49])[O:44][C:45]([CH3:46])([CH3:47])[CH3:48])=[C:27]([O:26][CH3:25])[CH:32]=3)[C:10]=12. The yield is 0.980. (2) The yield is 0.870. The product is [C:23]1([C:21]2[N:22]=[C:18]([C:12]3([CH2:11][NH:10][C:8]([C:7]4[CH:6]=[C:5]([C:3]5[N:4]=[C:33]([C:34]([O:36][CH2:37][CH3:38])=[O:35])[O:1][N:2]=5)[CH:31]=[CH:30][CH:29]=4)=[O:9])[CH2:17][CH2:16][O:15][CH2:14][CH2:13]3)[S:19][CH:20]=2)[CH:24]=[CH:25][CH:26]=[CH:27][CH:28]=1. The reactants are [OH:1][N:2]=[C:3]([C:5]1[CH:6]=[C:7]([CH:29]=[CH:30][CH:31]=1)[C:8]([NH:10][CH2:11][C:12]1([C:18]2[S:19][CH:20]=[C:21]([C:23]3[CH:28]=[CH:27][CH:26]=[CH:25][CH:24]=3)[N:22]=2)[CH2:17][CH2:16][O:15][CH2:14][CH2:13]1)=[O:9])[NH2:4].Cl[C:33](=O)[C:34]([O:36][CH2:37][CH3:38])=[O:35]. The catalyst is N1C=CC=CC=1. (3) The reactants are [SH:1][C:2]1[NH:6][N:5]=[N:4][CH:3]=1.I[CH2:8][CH2:9][CH2:10][CH2:11][CH2:12][CH2:13][CH2:14][CH2:15]I. The catalyst is C(O)C. The product is [N:4]1[CH:3]=[C:2]([S:1][CH2:8][CH2:9][CH2:10][CH2:11][CH2:12][CH2:13][CH2:14][CH2:15][S:1][C:2]2[NH:6][N:5]=[N:4][CH:3]=2)[NH:6][N:5]=1. The yield is 0.420.